Dataset: Forward reaction prediction with 1.9M reactions from USPTO patents (1976-2016). Task: Predict the product of the given reaction. (1) Given the reactants [S:1]1[CH:5]=[CH:4][CH:3]=[C:2]1B(O)O.Br[C:10]1[S:18][C:17]2[C:12](=[N:13][CH:14]=[CH:15][C:16]=2[NH:19][C:20]2[CH:21]=[C:22]3[C:26](=[CH:27][CH:28]=2)[NH:25][CH:24]=[CH:23]3)[CH:11]=1, predict the reaction product. The product is: [NH:25]1[C:26]2[C:22](=[CH:21][C:20]([NH:19][C:16]3[CH:15]=[CH:14][N:13]=[C:12]4[CH:11]=[C:10]([C:2]5[S:1][CH:5]=[CH:4][CH:3]=5)[S:18][C:17]=34)=[CH:28][CH:27]=2)[CH:23]=[CH:24]1. (2) The product is: [CH2:1]([O:3][C:4](=[O:14])[CH2:5][CH:6]1[CH2:7][CH2:8][N:9]([O:12][CH3:13])[CH2:10][CH2:11]1)[CH3:2]. Given the reactants [CH2:1]([O:3][C:4](=[O:14])[CH:5]=[C:6]1[CH2:11][CH2:10][N:9]([O:12][CH3:13])[CH2:8][CH2:7]1)[CH3:2], predict the reaction product. (3) Given the reactants [CH3:1][O:2][C:3](=[O:18])[C:4]1[CH:9]=[CH:8][C:7]([CH2:10][C:11]2[CH:16]=[CH:15][C:14]([NH2:17])=[CH:13][CH:12]=2)=[CH:6][CH:5]=1.[C:19]([N:26]1[CH2:31][CH2:30][C:29](=O)[CH2:28][CH2:27]1)([O:21][C:22]([CH3:25])([CH3:24])[CH3:23])=[O:20], predict the reaction product. The product is: [C:22]([O:21][C:19]([N:26]1[CH2:31][CH2:30][CH:29]([NH:17][C:14]2[CH:15]=[CH:16][C:11]([CH2:10][C:7]3[CH:6]=[CH:5][C:4]([C:3]([O:2][CH3:1])=[O:18])=[CH:9][CH:8]=3)=[CH:12][CH:13]=2)[CH2:28][CH2:27]1)=[O:20])([CH3:25])([CH3:23])[CH3:24]. (4) Given the reactants [Cl:1][C:2]1[CH:29]=[CH:28][C:5]2[N:6]=[C:7]([N:9]3[CH2:14][CH2:13][CH:12]([CH2:15][CH2:16][O:17][C:18]4[CH:19]=[C:20]([CH2:25][C:26]#N)[CH:21]=[CH:22][C:23]=4[CH3:24])[CH2:11][CH2:10]3)[S:8][C:4]=2[CH:3]=1.[OH-:30].[Na+].[OH2:32], predict the reaction product. The product is: [Cl:1][C:2]1[CH:29]=[CH:28][C:5]2[N:6]=[C:7]([N:9]3[CH2:14][CH2:13][CH:12]([CH2:15][CH2:16][O:17][C:18]4[CH:19]=[C:20]([CH2:25][C:26]([OH:32])=[O:30])[CH:21]=[CH:22][C:23]=4[CH3:24])[CH2:11][CH2:10]3)[S:8][C:4]=2[CH:3]=1. (5) Given the reactants [CH:1]1([C:7]2[C:8]([C:14]3[CH:19]=[CH:18][C:17]([O:20][CH:21]4[CH2:26][CH2:25][CH2:24][CH2:23][CH2:22]4)=[CH:16][CH:15]=3)=[CH:9][C:10](=O)[NH:11][N:12]=2)[CH2:6][CH2:5][CH2:4][CH2:3][CH2:2]1.P(Cl)(Cl)([Cl:29])=O, predict the reaction product. The product is: [Cl:29][C:10]1[N:11]=[N:12][C:7]([CH:1]2[CH2:6][CH2:5][CH2:4][CH2:3][CH2:2]2)=[C:8]([C:14]2[CH:19]=[CH:18][C:17]([O:20][CH:21]3[CH2:26][CH2:25][CH2:24][CH2:23][CH2:22]3)=[CH:16][CH:15]=2)[CH:9]=1.